Dataset: Catalyst prediction with 721,799 reactions and 888 catalyst types from USPTO. Task: Predict which catalyst facilitates the given reaction. Reactant: [Cl:1][C:2]1[CH:3]=[CH:4][CH:5]=[C:6]2[C:11]=1[O:10][C:9](=[O:12])[C:8]([C:13]1[N:14]=[C:15]([NH:18][C:19]3[CH:24]=[C:23]([CH3:25])[CH:22]=[C:21]([CH3:26])[CH:20]=3)[S:16][CH:17]=1)=[CH:7]2.[H-].[Na+].[CH3:29]I. Product: [Cl:1][C:2]1[CH:3]=[CH:4][CH:5]=[C:6]2[C:11]=1[O:10][C:9](=[O:12])[C:8]([C:13]1[N:14]=[C:15]([N:18]([C:19]3[CH:24]=[C:23]([CH3:25])[CH:22]=[C:21]([CH3:26])[CH:20]=3)[CH3:29])[S:16][CH:17]=1)=[CH:7]2. The catalyst class is: 3.